This data is from Catalyst prediction with 721,799 reactions and 888 catalyst types from USPTO. The task is: Predict which catalyst facilitates the given reaction. (1) Reactant: [NH2:1][CH2:2][C@H:3]1[N:10]([C:11]([C:13]2[N:14]=[C:15]([CH3:25])[S:16][C:17]=2[C:18]2[CH:19]=[C:20]([CH3:24])[CH:21]=[CH:22][CH:23]=2)=[O:12])[CH2:9][C@H:8]2[C@@H:4]1[CH2:5][CH:6]([CH3:26])[CH2:7]2.[CH3:27][C:28]1[O:29][C:30]2[C:31](=[C:33]([C:37](O)=[O:38])[CH:34]=[CH:35][CH:36]=2)[CH:32]=1.[OH-].[Na+]. Product: [CH3:26][CH:6]1[CH2:5][C@H:4]2[C@H:8]([CH2:9][N:10]([C:11]([C:13]3[N:14]=[C:15]([CH3:25])[S:16][C:17]=3[C:18]3[CH:19]=[C:20]([CH3:24])[CH:21]=[CH:22][CH:23]=3)=[O:12])[C@@H:3]2[CH2:2][NH:1][C:37]([C:33]2[CH:34]=[CH:35][CH:36]=[C:30]3[O:29][C:28]([CH3:27])=[CH:32][C:31]=23)=[O:38])[CH2:7]1. The catalyst class is: 72. (2) Reactant: [F:1][C:2]1[C:7]([OH:8])=[CH:6][CH:5]=[CH:4][C:3]=1[CH2:9][NH:10][C:11]([C:13]1[CH:14]=[C:15]2[C:20](=[CH:21][CH:22]=1)[N:19]=[CH:18][CH:17]=[CH:16]2)=[O:12].Br[CH2:24][C:25]#[CH:26].CN(C=O)C.C(=O)([O-])[O-].[Cs+].[Cs+]. The catalyst class is: 6. Product: [F:1][C:2]1[C:7]([O:8][CH2:26][C:25]#[CH:24])=[CH:6][CH:5]=[CH:4][C:3]=1[CH2:9][NH:10][C:11]([C:13]1[CH:14]=[C:15]2[C:20](=[CH:21][CH:22]=1)[N:19]=[CH:18][CH:17]=[CH:16]2)=[O:12].